From a dataset of Full USPTO retrosynthesis dataset with 1.9M reactions from patents (1976-2016). Predict the reactants needed to synthesize the given product. (1) Given the product [CH3:25][C@@H:26]1[CH2:30][CH2:29][C@@H:28]([CH3:31])[N:27]1[CH2:2][CH2:3][CH2:4][O:5][C:6]1[CH:11]=[CH:10][C:9]([C:12]2[CH:17]=[CH:16][C:15]([C:18]([NH:20][CH:21]([CH3:23])[CH3:22])=[O:19])=[CH:14][CH:13]=2)=[CH:8][CH:7]=1, predict the reactants needed to synthesize it. The reactants are: Cl[CH2:2][CH2:3][CH2:4][O:5][C:6]1[CH:11]=[CH:10][C:9]([C:12]2[CH:17]=[CH:16][C:15]([C:18]([NH:20][CH:21]([CH3:23])[CH3:22])=[O:19])=[CH:14][CH:13]=2)=[CH:8][CH:7]=1.Cl.[CH3:25][C@@H:26]1[CH2:30][CH2:29][C@@H:28]([CH3:31])[NH:27]1. (2) Given the product [Na+:42].[Cl:1][C:2]1[CH:3]=[C:4]2[C:9](=[CH:10][C:11]=1[O:12][C:13]1[CH:14]=[CH:15][C:16]([C:19](=[O:36])[NH:20][CH2:21][CH2:22][C:23]3[C:24]([CH:33]4[CH2:34][CH2:35]4)=[N:25][C:26]([C:29]([F:30])([F:32])[F:31])=[CH:27][CH:28]=3)=[CH:17][CH:18]=1)[O:8][CH2:7][CH2:6][CH:5]2[C:37]([O-:39])=[O:38], predict the reactants needed to synthesize it. The reactants are: [Cl:1][C:2]1[CH:3]=[C:4]2[C:9](=[CH:10][C:11]=1[O:12][C:13]1[CH:18]=[CH:17][C:16]([C:19](=[O:36])[NH:20][CH2:21][CH2:22][C:23]3[C:24]([CH:33]4[CH2:35][CH2:34]4)=[N:25][C:26]([C:29]([F:32])([F:31])[F:30])=[CH:27][CH:28]=3)=[CH:15][CH:14]=1)[O:8][CH2:7][CH2:6][CH:5]2[C:37]([OH:39])=[O:38].C[O-].[Na+:42]. (3) Given the product [Br:11][C:12]1[CH:17]=[CH:16][C:15]([S:18]([C:5]2[CH:10]=[CH:9][CH:8]=[CH:7][CH:6]=2)(=[O:20])=[O:19])=[CH:14][C:13]=1[S:22]([NH:23][CH2:24][CH2:25][C:26]1[CH:31]=[CH:30][CH:29]=[CH:28][N:27]=1)(=[O:33])=[O:32], predict the reactants needed to synthesize it. The reactants are: [Cl-].[Al+3].[Cl-].[Cl-].[CH:5]1[CH:10]=[CH:9][CH:8]=[CH:7][CH:6]=1.[Br:11][C:12]1[CH:17]=[CH:16][C:15]([S:18](Cl)(=[O:20])=[O:19])=[CH:14][C:13]=1[S:22](=[O:33])(=[O:32])[NH:23][CH2:24][CH2:25][C:26]1[CH:31]=[CH:30][CH:29]=[CH:28][N:27]=1. (4) Given the product [C:5]1([C:11]2[CH:20]=[C:19]3[C:14]([CH2:15][CH2:16][CH2:17][N:18]3[C:21]3[CH:26]=[CH:25][N:24]=[C:23]([NH:27][CH:28]4[CH2:33][CH2:32][N:31]([C:1](=[O:4])[CH3:2])[CH2:30][CH2:29]4)[N:22]=3)=[CH:13][N:12]=2)[CH:10]=[CH:9][CH:8]=[CH:7][CH:6]=1, predict the reactants needed to synthesize it. The reactants are: [C:1]([OH:4])(=O)[CH3:2].[C:5]1([C:11]2[CH:20]=[C:19]3[C:14]([CH2:15][CH2:16][CH2:17][N:18]3[C:21]3[CH:26]=[CH:25][N:24]=[C:23]([NH:27][CH:28]4[CH2:33][CH2:32][NH:31][CH2:30][CH2:29]4)[N:22]=3)=[CH:13][N:12]=2)[CH:10]=[CH:9][CH:8]=[CH:7][CH:6]=1. (5) Given the product [Br:18][C:6]1[S:5][C:4]2[N:3]=[C:2]([CH3:1])[C:13]3[N:9]([C:10]([CH2:15][CH2:16][CH3:17])=[N:11][C:12]=3[CH3:14])[C:8]=2[N:7]=1, predict the reactants needed to synthesize it. The reactants are: [CH3:1][C:2]1[C:13]2[N:9]([C:10]([CH2:15][CH2:16][CH3:17])=[N:11][C:12]=2[CH3:14])[C:8]2[N:7]=[CH:6][S:5][C:4]=2[N:3]=1.[Br:18]Br. (6) Given the product [CH3:33][N:34]([CH3:38])[CH2:35][C:36]#[C:37][C:2]1[CH:3]=[C:4]([CH:30]=[CH:31][CH:32]=1)[C:5]([NH:7][C:8]1[CH:13]=[CH:12][C:11]([O:14][C:15]2[C:20]([C:21]3[CH:26]=[CH:25][N:24]=[C:23]([NH:27][CH3:28])[N:22]=3)=[CH:19][CH:18]=[CH:17][N:16]=2)=[C:10]([CH3:29])[CH:9]=1)=[O:6], predict the reactants needed to synthesize it. The reactants are: I[C:2]1[CH:3]=[C:4]([CH:30]=[CH:31][CH:32]=1)[C:5]([NH:7][C:8]1[CH:13]=[CH:12][C:11]([O:14][C:15]2[C:20]([C:21]3[CH:26]=[CH:25][N:24]=[C:23]([NH:27][CH3:28])[N:22]=3)=[CH:19][CH:18]=[CH:17][N:16]=2)=[C:10]([CH3:29])[CH:9]=1)=[O:6].[CH3:33][N:34]([CH3:38])[CH2:35][C:36]#[CH:37]. (7) Given the product [Br:1][C:17]1[C:16](=[O:18])[C:15]2[C:14]3[CH2:13][CH2:12][C:11]([CH3:19])([CH3:20])[O:10][C:9]=3[CH:8]=[CH:7][C:6]=2[C:5](=[O:21])[C:4]=1[OH:3], predict the reactants needed to synthesize it. The reactants are: [Br:1]Br.[OH:3][C:4]1[C:5](=[O:21])[C:6]2[CH:7]=[CH:8][C:9]3[O:10][C:11]([CH3:20])([CH3:19])[CH2:12][CH2:13][C:14]=3[C:15]=2[C:16](=[O:18])[CH:17]=1. (8) Given the product [F:31][C:25]1[CH:26]=[C:27]([F:30])[CH:28]=[CH:29][C:24]=1[C:19]1[CH:20]=[CH:21][C:5]2[O:4][C:2](=[O:3])[N:14]([C:10]3[CH:11]=[CH:12][CH:13]=[C:8]([C:6]#[CH:7])[CH:9]=3)[C:15](=[O:16])[C:17]=2[CH:18]=1, predict the reactants needed to synthesize it. The reactants are: Cl[C:2]([O:4][CH3:5])=[O:3].[C:6]([C:8]1[CH:9]=[C:10]([NH:14][C:15]([C:17]2[CH:18]=[C:19]([C:24]3[CH:29]=[CH:28][C:27]([F:30])=[CH:26][C:25]=3[F:31])[CH:20]=[CH:21]C=2O)=[O:16])[CH:11]=[CH:12][CH:13]=1)#[CH:7].Cl.